Dataset: Catalyst prediction with 721,799 reactions and 888 catalyst types from USPTO. Task: Predict which catalyst facilitates the given reaction. (1) Reactant: [N+:1]([C:4]1[CH:9]=[C:8]([CH3:10])[CH:7]=[C:6]([N+:11]([O-])=O)[C:5]=1[O:14][CH3:15])([O-])=O.CO.[H][H].[ClH:20]. Product: [ClH:20].[ClH:20].[NH2:1][C:4]1[CH:9]=[C:8]([CH3:10])[CH:7]=[C:6]([NH2:11])[C:5]=1[O:14][CH3:15]. The catalyst class is: 386. (2) Reactant: I[C:2]1[NH:6][C:5]([CH3:7])=[N:4][C:3]=1[C:8]([F:11])([F:10])[F:9].C([O-])([O-])=O.[K+].[K+].CO.CO[CH2:22][CH2:23]OC. Product: [CH3:7][C:5]1[NH:6][C:2]([CH:22]=[CH2:23])=[C:3]([C:8]([F:11])([F:10])[F:9])[N:4]=1. The catalyst class is: 257. (3) Reactant: Cl.[CH3:2][C:3]1[N:8]=[CH:7][C:6]([CH2:9][CH2:10][CH2:11][NH:12]C(=O)OC(C)(C)C)=[CH:5][C:4]=1[NH:20][C:21]1[N:22]=[CH:23][C:24]2[CH2:25][C:26](=[O:40])[NH:27][C:28]3[CH:35]=[C:34]([C:36]([F:39])([F:38])[F:37])[CH:33]=[CH:32][C:29]=3[C:30]=2[N:31]=1. Product: [NH2:12][CH2:11][CH2:10][CH2:9][C:6]1[CH:5]=[C:4]([NH:20][C:21]2[N:22]=[CH:23][C:24]3[CH2:25][C:26](=[O:40])[NH:27][C:28]4[CH:35]=[C:34]([C:36]([F:39])([F:38])[F:37])[CH:33]=[CH:32][C:29]=4[C:30]=3[N:31]=2)[C:3]([CH3:2])=[N:8][CH:7]=1. The catalyst class is: 12.